The task is: Predict the product of the given reaction.. This data is from Forward reaction prediction with 1.9M reactions from USPTO patents (1976-2016). (1) Given the reactants [F:1][C:2]1[CH:7]=[CH:6][C:5]([N+:8]([O-:10])=[O:9])=[CH:4][C:3]=1[C:11]#[C:12][Si:13]([CH3:16])([CH3:15])[CH3:14].[N:17]1[CH:22]=NN=[CH:19][N:18]=1, predict the reaction product. The product is: [F:1][C:2]1[CH:7]=[CH:6][C:5]([N+:8]([O-:10])=[O:9])=[CH:4][C:3]=1[C:11]1[C:12]([Si:13]([CH3:15])([CH3:14])[CH3:16])=[CH:19][N:18]=[N:17][CH:22]=1. (2) Given the reactants [F:1][C:2]1[CH:35]=[CH:34][C:5]([C:6](/[N:8]=[C:9]2\[NH:10][C:11]3[CH:26]=[CH:25][C:24]([CH2:27][N:28]4[CH2:33][CH2:32][CH2:31][CH2:30][CH2:29]4)=[CH:23][C:12]=3[N:13]\2[C@@H:14]2[CH2:19][CH2:18][C@H:17]([C:20]([OH:22])=O)[CH2:16][CH2:15]2)=[O:7])=[CH:4][CH:3]=1.S(Cl)(Cl)=O.[CH2:40]([NH2:42])[CH3:41], predict the reaction product. The product is: [CH2:40]([NH:42][C:20]([C@@H:17]1[CH2:16][CH2:15][C@H:14]([N:13]2[C:12]3[CH:23]=[C:24]([CH2:27][N:28]4[CH2:33][CH2:32][CH2:31][CH2:30][CH2:29]4)[CH:25]=[CH:26][C:11]=3[NH:10]/[C:9]/2=[N:8]\[C:6](=[O:7])[C:5]2[CH:4]=[CH:3][C:2]([F:1])=[CH:35][CH:34]=2)[CH2:19][CH2:18]1)=[O:22])[CH3:41]. (3) Given the reactants C([O:3][C:4]([C:6]1[CH:7]=[C:8]([C:13]2[N:18]=[C:17]([CH3:19])[N:16]=[C:15]([NH2:20])[CH:14]=2)[C:9](F)=[N:10][CH:11]=1)=[CH2:5])C.[F:21][C:22]1[CH:23]=[C:24]([NH2:30])[CH:25]=[N:26][C:27]=1[O:28][CH3:29].C[Si]([N-][Si](C)(C)C)(C)C.[Na+], predict the reaction product. The product is: [NH2:20][C:15]1[N:16]=[C:17]([CH3:19])[N:18]=[C:13]([C:8]2[CH:7]=[C:6]([C:4](=[O:3])[CH3:5])[CH:11]=[N:10][C:9]=2[NH:30][C:24]2[CH:25]=[N:26][C:27]([O:28][CH3:29])=[C:22]([F:21])[CH:23]=2)[CH:14]=1. (4) The product is: [NH2:24][C:22]1[CH:21]=[CH:20][C:3]([O:4][C:5]2[CH:10]=[CH:9][N:8]=[C:7]([NH2:11])[C:6]=2[C:12]#[C:13][C:14]2[CH:19]=[CH:18][CH:17]=[CH:16][N:15]=2)=[C:2]([F:1])[CH:23]=1. Given the reactants [F:1][C:2]1[CH:23]=[C:22]([N+:24]([O-])=O)[CH:21]=[CH:20][C:3]=1[O:4][C:5]1[CH:10]=[CH:9][N:8]=[C:7]([NH2:11])[C:6]=1[C:12]#[C:13][C:14]1[CH:19]=[CH:18][CH:17]=[CH:16][N:15]=1.C1COCC1.[NH4+].[Cl-], predict the reaction product. (5) The product is: [Cl:1][C:2]1[CH:3]=[C:4]([C:8]2[CH:9]=[C:10]([C:20]([O-:22])=[O:21])[C:11]([C:14]3[CH:19]=[CH:18][CH:17]=[CH:16][N:15]=3)=[N:12][CH:13]=2)[CH:5]=[N:6][CH:7]=1.[Na+:25]. Given the reactants [Cl:1][C:2]1[CH:3]=[C:4]([C:8]2[CH:9]=[C:10]([C:20]([O:22]C)=[O:21])[C:11]([C:14]3[CH:19]=[CH:18][CH:17]=[CH:16][N:15]=3)=[N:12][CH:13]=2)[CH:5]=[N:6][CH:7]=1.[OH-].[Na+:25], predict the reaction product. (6) Given the reactants [N+:1]([C:4]1[CH:9]=[CH:8][C:7]([C:10]2[CH:15]=[CH:14][C:13]([S:16](Cl)(=[O:18])=[O:17])=[CH:12][CH:11]=2)=[CH:6][CH:5]=1)([O-:3])=[O:2].[NH2:20][C:21]1[S:22][CH:23]=[CH:24][N:25]=1, predict the reaction product. The product is: [S:22]1[CH:23]=[CH:24][N:25]=[C:21]1[NH:20][S:16]([C:13]1[CH:14]=[CH:15][C:10]([C:7]2[CH:8]=[CH:9][C:4]([N+:1]([O-:3])=[O:2])=[CH:5][CH:6]=2)=[CH:11][CH:12]=1)(=[O:18])=[O:17].